Task: Predict which catalyst facilitates the given reaction.. Dataset: Catalyst prediction with 721,799 reactions and 888 catalyst types from USPTO (1) Reactant: [CH3:1][C:2]([CH3:42])([CH2:38][CH2:39][CH2:40][CH3:41])[C:3]([NH:5][CH2:6][C@H:7]([OH:37])[C@@H:8]([NH:29]C(=O)OC(C)(C)C)[CH2:9][C@H:10]([CH2:14][C:15]1[CH:23]=[C:22]2[C:18]([CH:19]=[N:20][N:21]2[CH2:24][CH2:25][CH2:26][O:27][CH3:28])=[CH:17][CH:16]=1)[CH:11]([CH3:13])[CH3:12])=[O:4]. Product: [NH2:29][C@@H:8]([CH2:9][C@H:10]([CH2:14][C:15]1[CH:23]=[C:22]2[C:18]([CH:19]=[N:20][N:21]2[CH2:24][CH2:25][CH2:26][O:27][CH3:28])=[CH:17][CH:16]=1)[CH:11]([CH3:13])[CH3:12])[C@@H:7]([OH:37])[CH2:6][NH:5][C:3](=[O:4])[C:2]([CH3:42])([CH3:1])[CH2:38][CH2:39][CH2:40][CH3:41]. The catalyst class is: 209. (2) Reactant: [F:1][C:2]1[C:7]([C:8]2[CH2:13][CH2:12][N:11]([C:14]([O:16]C(C)(C)C)=O)[CH2:10][CH:9]=2)=[CH:6][CH:5]=[CH:4][N:3]=1.F[C:22](F)(F)C(O)=O.C(OC(=O)C)(=O)C. Product: [F:1][C:2]1[C:7]([C:8]2[CH2:13][CH2:12][N:11]([C:14](=[O:16])[CH3:22])[CH2:10][CH:9]=2)=[CH:6][CH:5]=[CH:4][N:3]=1. The catalyst class is: 2. (3) Reactant: C(N(CC)CC)C.Cl.Cl.Cl.[CH3:11][N:12]1[CH2:17][CH2:16][N:15]([C:18]2[CH:23]=[C:22]([C:24]3[CH:33]=[C:32]4[C:27]([CH2:28][CH2:29][NH:30][CH2:31]4)=[CH:26][CH:25]=3)[N:21]=[C:20]([NH2:34])[N:19]=2)[CH2:14][CH2:13]1.[Br:35][C:36]1[CH:37]=[C:38]([CH2:42][C:43](O)=[O:44])[CH:39]=[N:40][CH:41]=1.F[P-](F)(F)(F)(F)F.N1(O[P+](N(C)C)(N(C)C)N(C)C)C2C=CC=CC=2N=N1. Product: [Br:35][C:36]1[CH:37]=[C:38]([CH2:42][C:43]([N:30]2[CH2:29][CH2:28][C:27]3[C:32](=[CH:33][C:24]([C:22]4[CH:23]=[C:18]([N:15]5[CH2:14][CH2:13][N:12]([CH3:11])[CH2:17][CH2:16]5)[N:19]=[C:20]([NH2:34])[N:21]=4)=[CH:25][CH:26]=3)[CH2:31]2)=[O:44])[CH:39]=[N:40][CH:41]=1. The catalyst class is: 6. (4) Reactant: [O:1]1[CH2:5][CH2:4][O:3][CH:2]1[C:6]1[S:10][C:9]([CH3:11])=[C:8]([C@H:12]([OH:22])[C:13]2[CH:18]=[CH:17][CH:16]=[CH:15][C:14]=2[CH2:19][CH2:20]O)[CH:7]=1.N1C=CC=CC=1.C1C=CC(P(C2C=CC=CC=2)C2C=CC=CC=2)=CC=1.[I:48]I. Product: [O:1]1[CH2:5][CH2:4][O:3][CH:2]1[C:6]1[S:10][C:9]([CH3:11])=[C:8]([C@@H:12]([C:13]2[CH:18]=[CH:17][CH:16]=[CH:15][C:14]=2[CH2:19][CH2:20][I:48])[OH:22])[CH:7]=1. The catalyst class is: 48. (5) Reactant: [CH2:1]([N:8]([CH3:28])[C:9]([CH:11]1[CH2:16][CH2:15][N:14]([C:17]([C:19]2[NH:20][C:21]3[C:26]([CH:27]=2)=[CH:25][CH:24]=[CH:23][CH:22]=3)=[O:18])[CH2:13][CH2:12]1)=[O:10])[C:2]1[CH:7]=[CH:6][CH:5]=[CH:4][CH:3]=1.[H-].[Na+].Cl[CH2:32][C:33]1[CH:38]=[CH:37][C:36]([N+:39]([O-:41])=[O:40])=[CH:35][CH:34]=1.[I-].[K+]. Product: [CH2:1]([N:8]([CH3:28])[C:9]([CH:11]1[CH2:16][CH2:15][N:14]([C:17]([C:19]2[N:20]([CH2:32][C:33]3[CH:38]=[CH:37][C:36]([N+:39]([O-:41])=[O:40])=[CH:35][CH:34]=3)[C:21]3[C:26]([CH:27]=2)=[CH:25][CH:24]=[CH:23][CH:22]=3)=[O:18])[CH2:13][CH2:12]1)=[O:10])[C:2]1[CH:7]=[CH:6][CH:5]=[CH:4][CH:3]=1. The catalyst class is: 384. (6) Reactant: Cl.[CH2:2]([NH:9][CH:10]1[CH2:16][CH2:15][CH2:14][C:13]2[CH:17]=[C:18]([O:21][CH3:22])[CH:19]=[CH:20][C:12]=2[CH2:11]1)[C:3]1[CH:8]=[CH:7][CH:6]=[CH:5][CH:4]=1.[O:23]([CH2:30][C@H:31]1[O:33][CH2:32]1)[C:24]1[CH:29]=[CH:28][CH:27]=[CH:26][CH:25]=1.C(NC1CCCC2C=C(OC)C=CC=2C1)C1C=CC=CC=1.FC(F)(F)S([O-])(=O)=O.[Yb+3].FC(F)(F)S([O-])(=O)=O.FC(F)(F)S([O-])(=O)=O. Product: [CH2:2]([N:9]([CH2:32][C@H:31]([OH:33])[CH2:30][O:23][C:24]1[CH:29]=[CH:28][CH:27]=[CH:26][CH:25]=1)[CH:10]1[CH2:16][CH2:15][CH2:14][C:13]2[CH:17]=[C:18]([O:21][CH3:22])[CH:19]=[CH:20][C:12]=2[CH2:11]1)[C:3]1[CH:4]=[CH:5][CH:6]=[CH:7][CH:8]=1. The catalyst class is: 11. (7) Reactant: Cl.Cl.[N:3]1[C:11]2[CH:10]=[CH:9][N:8]=[CH:7][C:6]=2[O:5][C:4]=1[NH:12][CH:13]1[CH2:18][CH2:17][NH:16][CH2:15][CH2:14]1.[CH2:19]([O:21][C:22]1[CH:23]=[C:24]([CH:34]=O)[CH:25]=[C:26]2[C:31]=1[O:30][C:29]([CH3:33])([CH3:32])[CH:28]=[CH:27]2)[CH3:20].C([BH3-])#N.[Na+].C(N(C(C)C)C(C)C)C. Product: [CH2:19]([O:21][C:22]1[CH:23]=[C:24]([CH2:34][N:16]2[CH2:17][CH2:18][CH:13]([NH:12][C:4]3[O:5][C:6]4[CH:7]=[N:8][CH:9]=[CH:10][C:11]=4[N:3]=3)[CH2:14][CH2:15]2)[CH:25]=[C:26]2[C:31]=1[O:30][C:29]([CH3:33])([CH3:32])[CH:28]=[CH:27]2)[CH3:20]. The catalyst class is: 212. (8) Reactant: C(Cl)(=O)C(Cl)=O.CS(C)=O.[OH:11][CH2:12][C@@H:13]1[CH2:17][CH2:16][CH2:15][N:14]1[C:18]([O:20][C:21]([CH3:24])([CH3:23])[CH3:22])=[O:19].C(N(CC)CC)C. Product: [CH:12]([C@@H:13]1[CH2:17][CH2:16][CH2:15][N:14]1[C:18]([O:20][C:21]([CH3:24])([CH3:23])[CH3:22])=[O:19])=[O:11]. The catalyst class is: 4. (9) Reactant: [Cl:1][C:2]1[CH:7]=[CH:6][C:5]([CH2:8][C@@H:9]([NH:30][C:31]([CH:33]2[CH2:36][N:35](C(OC(C)(C)C)=O)[CH2:34]2)=[O:32])[C:10](=[O:29])[N:11]2[CH2:16][CH2:15][CH:14]([C:17]3[CH:22]=[CH:21][CH:20]=[CH:19][C:18]=3[N:23]3[CH:27]=[CH:26][NH:25][C:24]3=[O:28])[CH2:13][CH2:12]2)=[CH:4][CH:3]=1.Cl. Product: [Cl:1][C:2]1[CH:3]=[CH:4][C:5]([CH2:8][C@@H:9]([NH:30][C:31]([CH:33]2[CH2:34][NH:35][CH2:36]2)=[O:32])[C:10](=[O:29])[N:11]2[CH2:16][CH2:15][CH:14]([C:17]3[CH:22]=[CH:21][CH:20]=[CH:19][C:18]=3[N:23]3[CH:27]=[CH:26][NH:25][C:24]3=[O:28])[CH2:13][CH2:12]2)=[CH:6][CH:7]=1. The catalyst class is: 25.